Dataset: Experimentally validated miRNA-target interactions with 360,000+ pairs, plus equal number of negative samples. Task: Binary Classification. Given a miRNA mature sequence and a target amino acid sequence, predict their likelihood of interaction. (1) The miRNA is mmu-miR-183-5p with sequence UAUGGCACUGGUAGAAUUCACU. The protein sequence of the target gene is MDRGQVLEQLLPELTGLLSLLDHEYLSDTTLEKKMAVASILQSLQPLPAKEVSYLYVNTADLHSGPSFVESLFEEFDCDLSDLRDMPEDDGEPSKGASPELAKSPRLRNAADLPPPLPNKPPPEDYYEEALPLGPGKSPEYISSHNGCSPSHSIVDGYYEDADSSYPATRVNGELKSSYNDSDAMSSSYESYDEEEEEGKSPQPRHQWPSEEASMHLVRECRICAFLLRKKRFGQWAKQLTVIREDQLLCYKSSKDRQPHLRLALDTCSIIYVPKDSRHKRHELRFTQGATEVLVLALQS.... Result: 0 (no interaction). (2) The miRNA is hsa-miR-6858-3p with sequence CAGCCAGCCCCUGCUCACCCCU. The protein sequence of the target gene is MDGGDDGNLIIKKRFVSEAELDERRKRRQEEWEKVRKPEDPEECPEEVYDPRSLYERLQEQKDRKQQEYEEQFKFKNMVRGLDEDETNFLDEVSRQQELIEKQRREEELKELKEYRNNLKKVGISQENKKEVEKKLTVKPIETKNKFSQAKLLAGAVKHKSSESGNSVKRLKPDPEPDDKNQEPSSCKSLGNTSLSGPSIHCPSAAVCIGILPGLGAYSGSSDSESSSDSEGTINATGKIVSSIFRTNTFLEAP. Result: 1 (interaction). (3) The miRNA is hsa-miR-5697 with sequence UCAAGUAGUUUCAUGAUAAAGG. The protein sequence of the target gene is MCRAISLRRLLLLLLQLSQLLAVTQGKTLVLGKEGESAELPCESSQKKITVFTWKFSDQRKILGQHGKGVLIRGGSPSQFDRFDSKKGAWEKGSFPLIINKLKMEDSQTYICELENRKEEVELWVFKVTFSPGTSLLQGQSLTLTLDSNSKVSNPLTECKHKKGKVVSGSKVLSMSNLRVQDSDFWNCTVTLDQKKNWFGMTLSVLGFQSTAITAYKSEGESAEFSFPLNFAEENGWGELMWKAEKDSFFQPWISFSIKNKEVSVQKSTKDLKLQLKETLPLTLKIPQVSLQFAGSGNLT.... Result: 0 (no interaction). (4) The miRNA is hsa-miR-4697-3p with sequence UGUCAGUGACUCCUGCCCCUUGGU. The protein sequence of the target gene is MKTPFGKTPGQRSRADAGHAGVSANMMKKRTSHKKHRSSVGPSKPVSQPRRNIVGCRIQHGWKEGNGPVTQWKGTVLDQVPVNPSLYLIKYDGFDCVYGLELNKDERVSALEVLPDRVATSRISDAHLADTMIGKAVEHMFETEDGSKDEWRGMVLARAPVMNTWFYITYEKDPVLYMYQLLDDYKEGDLRIMPDSNDSPPAEREPGEVVDSLVGKQVEYAKEDGSKRTGMVIHQVEAKPSVYFIKFDDDFHIYVYDLVKTS. Result: 0 (no interaction).